This data is from Forward reaction prediction with 1.9M reactions from USPTO patents (1976-2016). The task is: Predict the product of the given reaction. (1) Given the reactants [NH2:1][CH:2]1[CH2:7][CH2:6][N:5](C(OC(C)(C)C)=O)[CH2:4][CH2:3]1.[C:15](O)(=[O:22])[C:16]1[CH:21]=[CH:20][CH:19]=[CH:18][CH:17]=1.C(N=C=NCCCN(C)C)C.ON1C2C=CC=CC=2N=N1.[ClH:45], predict the reaction product. The product is: [ClH:45].[C:15]([NH:1][CH:2]1[CH2:3][CH2:4][NH:5][CH2:6][CH2:7]1)(=[O:22])[C:16]1[CH:21]=[CH:20][CH:19]=[CH:18][CH:17]=1. (2) The product is: [CH2:29]([N:36]1[CH2:41][CH2:40][O:39][CH:38]([CH2:42][C:43]2[CH:48]=[CH:47][CH:46]=[C:45]([Br:49])[CH:44]=2)[CH2:37]1)[C:30]1[CH:31]=[CH:32][CH:33]=[CH:34][CH:35]=1. Given the reactants C(N1CCO[C@H](CC2C=CC=C(C=CC3C=NC=CC=3)C=2)C1)(OC(C)(C)C)=O.[CH2:29]([N:36]1[CH2:41][CH2:40][O:39][CH:38]([CH2:42][C:43]2[CH:48]=[CH:47][CH:46]=[C:45]([Br:49])[CH:44]=2)[C:37]1=O)[C:30]1[CH:35]=[CH:34][CH:33]=[CH:32][CH:31]=1.B, predict the reaction product. (3) The product is: [Na+:44].[Cl:1][C:2]1[CH:3]=[CH:4][C:5]([O:15][CH2:16][CH:17]([CH3:19])[CH3:18])=[C:6]([C:8]2[N:20]([C:21]3[CH:22]=[C:23]([C:27]([F:30])=[CH:28][CH:29]=3)[C:24]([O-:26])=[O:25])[C:11]([CH3:12])=[CH:10][CH:9]=2)[CH:7]=1. Given the reactants [Cl:1][C:2]1[CH:3]=[CH:4][C:5]([O:15][CH2:16][CH:17]([CH3:19])[CH3:18])=[C:6]([C:8](=O)[CH2:9][CH2:10][C:11](=O)[CH3:12])[CH:7]=1.[NH2:20][C:21]1[CH:22]=[C:23]([C:27]([F:30])=[CH:28][CH:29]=1)[C:24]([OH:26])=[O:25].CC1C=CC(S(O)(=O)=O)=CC=1.Cl.[OH-].[Na+:44], predict the reaction product. (4) Given the reactants Cl[C:2]1[CH:11]=[C:10]([C:12]([F:15])([F:14])[F:13])[C:5]([C:6]([O:8][CH3:9])=[O:7])=[CH:4][N:3]=1.[CH3:16][NH:17][CH3:18], predict the reaction product. The product is: [CH3:16][N:17]([CH3:18])[C:2]1[N:3]=[CH:4][C:5]([C:6]([O:8][CH3:9])=[O:7])=[C:10]([C:12]([F:15])([F:14])[F:13])[CH:11]=1.